This data is from Reaction yield outcomes from USPTO patents with 853,638 reactions. The task is: Predict the reaction yield, written as a fraction of the theoretical maximum amount of product (1.0 means a 100% yield; for example, 0.34 means a 34% yield). The reactants are [C:1]([O:4][CH2:5][C:6]1[C:14]([CH2:15][C@@H:16]([CH2:22][C:23]([O:25][CH2:26][CH3:27])=[O:24])[C:17]([O:19][CH2:20][CH3:21])=[O:18])=[CH:13][C:12]([Cl:28])=[C:11]2[C:7]=1[CH:8]=[N:9][NH:10]2)(=[O:3])[CH3:2].[Cl:29]N1C(=O)CCC1=O. The catalyst is CN(C)C=O.C(OCC)(=O)C. The product is [C:1]([O:4][CH2:5][C:6]1[C:14]([CH2:15][C@@H:16]([CH2:22][C:23]([O:25][CH2:26][CH3:27])=[O:24])[C:17]([O:19][CH2:20][CH3:21])=[O:18])=[CH:13][C:12]([Cl:28])=[C:11]2[C:7]=1[C:8]([Cl:29])=[N:9][NH:10]2)(=[O:3])[CH3:2]. The yield is 1.00.